The task is: Predict the reactants needed to synthesize the given product.. This data is from Full USPTO retrosynthesis dataset with 1.9M reactions from patents (1976-2016). (1) Given the product [OH:18][C:13]1[CH:14]=[CH:15][CH:16]=[CH:17][C:12]=1[C:6]1[N:5]([CH2:20][CH2:21][C:22]2[CH:27]=[CH:26][CH:25]=[CH:24][CH:23]=2)[C:4](=[O:28])[C:3]2[C:2]([CH3:29])([CH3:1])[CH2:11][CH2:10][CH2:9][C:8]=2[N:7]=1, predict the reactants needed to synthesize it. The reactants are: [CH3:1][C:2]1([CH3:29])[CH2:11][CH2:10][CH2:9][C:8]2[N:7]=[C:6]([C:12]3[CH:17]=[CH:16][CH:15]=[CH:14][C:13]=3[O:18]C)[N:5]([CH2:20][CH2:21][C:22]3[CH:27]=[CH:26][CH:25]=[CH:24][CH:23]=3)[C:4](=[O:28])[C:3]1=2.B(Br)(Br)Br.CO. (2) Given the product [Br:1][C:2]1[CH:10]=[C:9]2[C:5]([C:6]([CH3:13])([CH3:12])[C:7](=[O:11])[N:8]2[CH2:10][CH2:2][CH2:3][CH2:4][O:18][CH3:17])=[CH:4][CH:3]=1, predict the reactants needed to synthesize it. The reactants are: [Br:1][C:2]1[CH:10]=[C:9]2[C:5]([C:6]([CH3:13])([CH3:12])[C:7](=[O:11])[NH:8]2)=[CH:4][CH:3]=1.CN([CH:17]=[O:18])C.[H-].[Na+].[I-].[K+].